Dataset: Catalyst prediction with 721,799 reactions and 888 catalyst types from USPTO. Task: Predict which catalyst facilitates the given reaction. (1) Reactant: [CH3:1][O:2][C:3]1[CH:43]=[C:42]([O:44][CH3:45])[CH:41]=[CH:40][C:4]=1[CH2:5][NH:6][C:7]1[C:8]2[CH:15]=[CH:14][N:13]([C@H:16]3[C@@H:20]4[O:21][C:22]([CH3:25])([CH3:24])[O:23][C@@H:19]4[C@@H:18]([CH2:26][N:27]([CH:37]([CH3:39])[CH3:38])[CH:28]4[CH2:31][CH:30]([CH2:32][CH2:33][C:34](O)=[O:35])[CH2:29]4)[O:17]3)[C:9]=2[N:10]=[CH:11][N:12]=1.FC(F)(F)O[C:49]1[CH:50]=[C:51]([NH2:56])[C:52]([NH2:55])=[CH:53][CH:54]=1.CN(C(ON1N=NC2[CH:70]=[CH:71][CH:72]=NC1=2)=[N+](C)C)C.F[P-](F)(F)(F)(F)F.[CH:83]1C=NC2N(O)N=NC=2C=1. Product: [NH2:56][C:51]1[CH:50]=[C:49]([C:71]([CH3:70])([CH3:72])[CH3:83])[CH:54]=[CH:53][C:52]=1[NH:55][C:34](=[O:35])[CH2:33][CH2:32][CH:30]1[CH2:29][CH:28]([N:27]([CH2:26][C@@H:18]2[C@@H:19]3[C@@H:20]([O:21][C:22]([CH3:24])([CH3:25])[O:23]3)[C@H:16]([N:13]3[C:9]4[N:10]=[CH:11][N:12]=[C:7]([NH:6][CH2:5][C:4]5[CH:40]=[CH:41][C:42]([O:44][CH3:45])=[CH:43][C:3]=5[O:2][CH3:1])[C:8]=4[CH:15]=[CH:14]3)[O:17]2)[CH:37]([CH3:39])[CH3:38])[CH2:31]1. The catalyst class is: 2. (2) Reactant: [F:1][C:2]1[CH:10]=[C:9]([F:11])[CH:8]=[C:7]2[C:3]=1[CH2:4][CH2:5][NH:6]2.[Br:12]N1C(=O)CCC1=O. Product: [Br:12][C:10]1[C:2]([F:1])=[C:3]2[C:7](=[CH:8][C:9]=1[F:11])[NH:6][CH2:5][CH2:4]2. The catalyst class is: 10. (3) Reactant: C[O:2][C:3]1[CH:8]=[CH:7][C:6]([C:9]2[N:13]3[CH:14]=[CH:15][N:16]=[C:17]([NH:18][CH2:19][C:20]4[CH:25]=[CH:24][C:23]([S:26]([NH2:29])(=[O:28])=[O:27])=[CH:22][CH:21]=4)[C:12]3=[N:11][CH:10]=2)=[CH:5][C:4]=1[CH3:30].B(Br)(Br)Br. Product: [OH:2][C:3]1[CH:8]=[CH:7][C:6]([C:9]2[N:13]3[CH:14]=[CH:15][N:16]=[C:17]([NH:18][CH2:19][C:20]4[CH:21]=[CH:22][C:23]([S:26]([NH2:29])(=[O:28])=[O:27])=[CH:24][CH:25]=4)[C:12]3=[N:11][CH:10]=2)=[CH:5][C:4]=1[CH3:30]. The catalyst class is: 4. (4) Reactant: C(OC(=O)[NH:7][C:8]1[CH:13]=[C:12]([N:14]([CH3:16])[CH3:15])[C:11]([Cl:17])=[CH:10][C:9]=1[NH:18][C:19](=[O:42])[CH2:20][C:21](=O)[C:22]1[CH:27]=[CH:26][CH:25]=[C:24]([N:28]2[C:32]([CH2:33][O:34]C3CCCCO3)=[CH:31][N:30]=[N:29]2)[CH:23]=1)(C)(C)C.C(O)(C(F)(F)F)=O. Product: [Cl:17][C:11]1[C:12]([N:14]([CH3:16])[CH3:15])=[CH:13][C:8]2[N:7]=[C:21]([C:22]3[CH:27]=[CH:26][CH:25]=[C:24]([N:28]4[C:32]([CH2:33][OH:34])=[CH:31][N:30]=[N:29]4)[CH:23]=3)[CH2:20][C:19](=[O:42])[NH:18][C:9]=2[CH:10]=1. The catalyst class is: 2. (5) Reactant: C(N(CC)C(C)C)(C)C.[F:10][C:11]1[CH:19]=[C:18]([N+:20]([O-:22])=[O:21])[CH:17]=[CH:16][C:12]=1[C:13]([OH:15])=O.F[P-](F)(F)(F)(F)F.N1(OC(N(C)C)=[N+](C)C)C2N=CC=CC=2N=N1.[C:47]([O:51][C:52]([CH3:55])([CH3:54])[CH3:53])(=[O:50])[NH:48][NH2:49]. Product: [C:52]([O:51][C:47]([NH:48][NH:49][C:13](=[O:15])[C:12]1[CH:16]=[CH:17][C:18]([N+:20]([O-:22])=[O:21])=[CH:19][C:11]=1[F:10])=[O:50])([CH3:55])([CH3:54])[CH3:53]. The catalyst class is: 3. (6) Reactant: [CH2:1]([O:8][C:9]1[CH:16]=[CH:15][C:14]([C:17]([CH3:20])([CH3:19])[CH3:18])=[CH:13][C:10]=1[CH2:11]O)[C:2]1[CH:7]=[CH:6][CH:5]=[CH:4][CH:3]=1.O=S(Cl)[Cl:23]. Product: [CH2:1]([O:8][C:9]1[CH:16]=[CH:15][C:14]([C:17]([CH3:20])([CH3:19])[CH3:18])=[CH:13][C:10]=1[CH2:11][Cl:23])[C:2]1[CH:7]=[CH:6][CH:5]=[CH:4][CH:3]=1. The catalyst class is: 2. (7) Reactant: Br[C:2]1[N:7]=[CH:6][C:5]([C:8]#[N:9])=[CH:4][CH:3]=1.ClCCl.[CH2:13](N(CC)CC)[CH3:14].C(OCC)(=O)C. Product: [CH:13]([C:2]1[N:7]=[CH:6][C:5]([C:8]#[N:9])=[CH:4][CH:3]=1)=[CH2:14]. The catalyst class is: 88.